From a dataset of Reaction yield outcomes from USPTO patents with 853,638 reactions. Predict the reaction yield, written as a fraction of the theoretical maximum amount of product (1.0 means a 100% yield; for example, 0.34 means a 34% yield). (1) The reactants are [Br:1][C:2]1[CH:11]=[C:10]2[C:5]([C:6](Cl)=[N:7][C:8]([Cl:12])=[N:9]2)=[CH:4][C:3]=1[F:14].[NH:15]1[CH2:20][CH2:19][O:18][CH2:17][CH2:16]1. The catalyst is C(Cl)Cl. The product is [Br:1][C:2]1[CH:11]=[C:10]2[C:5]([C:6]([N:15]3[CH2:20][CH2:19][O:18][CH2:17][CH2:16]3)=[N:7][C:8]([Cl:12])=[N:9]2)=[CH:4][C:3]=1[F:14]. The yield is 0.570. (2) The product is [ClH:27].[ClH:27].[NH2:20][C@@H:10]([C:11]1[C:12]([O:18][CH3:19])=[N:13][CH:14]=[C:15]([F:17])[CH:16]=1)[CH2:9][OH:8]. The catalyst is CO. The yield is 1.00. The reactants are [Si]([O:8][CH2:9][C@@H:10]([NH:20][S@](C(C)(C)C)=O)[C:11]1[C:12]([O:18][CH3:19])=[N:13][CH:14]=[C:15]([F:17])[CH:16]=1)(C(C)(C)C)(C)C.[ClH:27].O1CCOCC1. (3) The reactants are [CH3:1][C:2]([O:5][C:6]([NH:8][C:9]([CH3:14])([C:11]([NH2:13])=O)[CH3:10])=[O:7])([CH3:4])[CH3:3].COC1C=CC(P2(SP(C3C=CC(OC)=CC=3)(=S)S2)=[S:24])=CC=1. The catalyst is O1CCCC1. The product is [NH2:13][C:11](=[S:24])[C:9]([NH:8][C:6](=[O:7])[O:5][C:2]([CH3:4])([CH3:3])[CH3:1])([CH3:14])[CH3:10]. The yield is 0.480. (4) The reactants are C(OC([N:11]1[CH2:16][CH2:15][CH2:14][C@@H:13]([C:17](=[O:33])[NH:18][C:19]2[CH:24]=[C:23]([C:25]3[CH:30]=[CH:29][CH:28]=[CH:27][C:26]=3[O:31][CH3:32])[N:22]=[CH:21][N:20]=2)[CH2:12]1)=O)C1C=CC=CC=1. The catalyst is CO.[OH-].[Pd+2].[OH-]. The product is [CH3:32][O:31][C:26]1[CH:27]=[CH:28][CH:29]=[CH:30][C:25]=1[C:23]1[N:22]=[CH:21][N:20]=[C:19]([NH:18][C:17]([C@@H:13]2[CH2:14][CH2:15][CH2:16][NH:11][CH2:12]2)=[O:33])[CH:24]=1. The yield is 0.720. (5) The reactants are [Cl:1][C:2]1[CH:3]=[C:4]([C:9]2([C:21]([F:24])([F:23])[F:22])[O:13][N:12]=[C:11]([C:14]3[CH:20]=[CH:19][C:17]([NH2:18])=[CH:16][CH:15]=3)[CH2:10]2)[CH:5]=[C:6]([Cl:8])[CH:7]=1.C(N[NH:28][CH:29]=O)=O.[CH2:31]([N:33](CC)CC)C.C[Si](C)(C)Cl. The catalyst is N1C=CC=CC=1.O. The product is [Cl:1][C:2]1[CH:3]=[C:4]([C:9]2([C:21]([F:22])([F:24])[F:23])[O:13][N:12]=[C:11]([C:14]3[CH:15]=[CH:16][C:17]([N:18]4[CH:29]=[N:28][CH:31]=[N:33]4)=[CH:19][CH:20]=3)[CH2:10]2)[CH:5]=[C:6]([Cl:8])[CH:7]=1. The yield is 0.390. (6) The reactants are [C:1]([C:5]1[O:9][N:8]=[C:7]([NH:10][C:11]([NH:13][C:14]2[CH:19]=[CH:18][CH:17]=[C:16]([S:20][C:21]3[C:30]4[C:25](=[CH:26][C:27]([O:35][CH3:36])=[C:28]([O:31][CH2:32][CH2:33]Cl)[CH:29]=4)[N:24]=[CH:23][N:22]=3)[CH:15]=2)=[O:12])[CH:6]=1)([CH3:4])([CH3:3])[CH3:2].[NH:37]1[CH2:42][CH2:41][O:40][CH2:39][CH2:38]1. No catalyst specified. The product is [C:1]([C:5]1[O:9][N:8]=[C:7]([NH:10][C:11]([NH:13][C:14]2[CH:19]=[CH:18][CH:17]=[C:16]([S:20][C:21]3[C:30]4[C:25](=[CH:26][C:27]([O:35][CH3:36])=[C:28]([O:31][CH2:32][CH2:33][N:37]5[CH2:42][CH2:41][O:40][CH2:39][CH2:38]5)[CH:29]=4)[N:24]=[CH:23][N:22]=3)[CH:15]=2)=[O:12])[CH:6]=1)([CH3:4])([CH3:3])[CH3:2]. The yield is 0.130. (7) The product is [O:1]1[C:6]2[CH:7]=[CH:8][CH:9]=[C:10]([CH2:11][C:13]3[NH:14][CH:15]=[N:16][CH:17]=3)[C:5]=2[O:4][CH2:3][CH2:2]1. The catalyst is ClCCl. The yield is 0.720. The reactants are [O:1]1[C:6]2[CH:7]=[CH:8][CH:9]=[C:10]([CH:11]([C:13]3[N:14]=[CH:15][N:16](C(C4C=CC=CC=4)(C4C=CC=CC=4)C4C=CC=CC=4)[CH:17]=3)O)[C:5]=2[O:4][CH2:3][CH2:2]1.C(O)(C(F)(F)F)=O.C([SiH](CC)CC)C.